From a dataset of Forward reaction prediction with 1.9M reactions from USPTO patents (1976-2016). Predict the product of the given reaction. Given the reactants FC(F)(F)C([O-])=O.C(OC([NH:15][CH:16]1[CH2:21][CH2:20][CH2:19][N+:18]([CH2:35][CH2:36][CH2:37][C:38]2[CH:43]=[CH:42][C:41]([C:44]([O:46][CH3:47])=[O:45])=[CH:40][CH:39]=2)([CH2:22][CH2:23][CH2:24][C:25]2[CH:30]=[CH:29][C:28]([C:31]([O:33][CH3:34])=[O:32])=[CH:27][CH:26]=2)[CH2:17]1)=O)(C)(C)C.[ClH:48], predict the reaction product. The product is: [ClH:48].[Cl-:48].[NH2:15][CH:16]1[CH2:21][CH2:20][CH2:19][N+:18]([CH2:35][CH2:36][CH2:37][C:38]2[CH:39]=[CH:40][C:41]([C:44]([O:46][CH3:47])=[O:45])=[CH:42][CH:43]=2)([CH2:22][CH2:23][CH2:24][C:25]2[CH:26]=[CH:27][C:28]([C:31]([O:33][CH3:34])=[O:32])=[CH:29][CH:30]=2)[CH2:17]1.